Dataset: Catalyst prediction with 721,799 reactions and 888 catalyst types from USPTO. Task: Predict which catalyst facilitates the given reaction. Product: [Cl:1][C:2]1[CH:3]=[C:4]([S:10][CH2:17][C:18](=[O:24])[CH2:19][C:20]([O:22][CH3:23])=[O:21])[CH:5]=[C:6]([O:8][CH3:9])[CH:7]=1. Reactant: [Cl:1][C:2]1[CH:3]=[C:4]([SH:10])[CH:5]=[C:6]([O:8][CH3:9])[CH:7]=1.CN(C=O)C.Cl[CH2:17][C:18](=[O:24])[CH2:19][C:20]([O:22][CH3:23])=[O:21].C([O-])([O-])=O.[K+].[K+]. The catalyst class is: 6.